From a dataset of Peptide-MHC class I binding affinity with 185,985 pairs from IEDB/IMGT. Regression. Given a peptide amino acid sequence and an MHC pseudo amino acid sequence, predict their binding affinity value. This is MHC class I binding data. The peptide sequence is TTYVYTLPV. The MHC is HLA-B15:42 with pseudo-sequence HLA-B15:42. The binding affinity (normalized) is 0.213.